This data is from Peptide-MHC class I binding affinity with 185,985 pairs from IEDB/IMGT. The task is: Regression. Given a peptide amino acid sequence and an MHC pseudo amino acid sequence, predict their binding affinity value. This is MHC class I binding data. (1) The peptide sequence is ATRAVMMGL. The MHC is HLA-A11:01 with pseudo-sequence HLA-A11:01. The binding affinity (normalized) is 0.0847. (2) The MHC is HLA-B27:03 with pseudo-sequence HLA-B27:03. The binding affinity (normalized) is 0.0847. The peptide sequence is DYDDVVHEV.